The task is: Regression. Given a peptide amino acid sequence and an MHC pseudo amino acid sequence, predict their binding affinity value. This is MHC class I binding data.. This data is from Peptide-MHC class I binding affinity with 185,985 pairs from IEDB/IMGT. The peptide sequence is IELPEKDSW. The MHC is HLA-B15:03 with pseudo-sequence HLA-B15:03. The binding affinity (normalized) is 0.